This data is from Forward reaction prediction with 1.9M reactions from USPTO patents (1976-2016). The task is: Predict the product of the given reaction. (1) Given the reactants [CH3:1][C:2]1[O:6][N:5]=[C:4]([C:7]2[CH:12]=[CH:11][CH:10]=[CH:9][CH:8]=2)[C:3]=1[C:13]([NH:15][NH2:16])=[O:14].[F:17][C:18]1[CH:26]=[CH:25][C:24]([F:27])=[CH:23][C:19]=1[C:20](O)=O, predict the reaction product. The product is: [F:17][C:18]1[CH:26]=[CH:25][C:24]([F:27])=[CH:23][C:19]=1[C:20]1[O:14][C:13]([C:3]2[C:4]([C:7]3[CH:12]=[CH:11][CH:10]=[CH:9][CH:8]=3)=[N:5][O:6][C:2]=2[CH3:1])=[N:15][N:16]=1. (2) Given the reactants [CH3:1][O:2][C:3](=[O:23])[CH2:4][C:5](=[N:21][OH:22])[NH:6][C:7]([C:9]1[NH:10][C:11]2[C:16]([CH:17]=1)=[CH:15][CH:14]=[CH:13][C:12]=2[N+:18]([O-:20])=[O:19])=O.N1C=CC=CC=1, predict the reaction product. The product is: [CH3:1][O:2][C:3](=[O:23])[CH2:4][C:5]1[N:6]=[C:7]([C:9]2[NH:10][C:11]3[C:16]([CH:17]=2)=[CH:15][CH:14]=[CH:13][C:12]=3[N+:18]([O-:20])=[O:19])[O:22][N:21]=1. (3) The product is: [O:1]=[C:2]1[C:10]2[C:5](=[CH:6][CH:7]=[C:8]([CH2:11][CH2:12][CH3:13])[CH:9]=2)[CH2:4][N:3]1[C:14]1[CH:19]=[CH:18][C:17]([CH:20]([CH3:28])[C:21]([OH:23])=[O:22])=[CH:16][CH:15]=1. Given the reactants [O:1]=[C:2]1[C:10]2[C:5](=[CH:6][CH:7]=[C:8]([CH2:11][CH2:12][CH3:13])[CH:9]=2)[CH2:4][N:3]1[C:14]1[CH:19]=[CH:18][C:17]([CH:20]([CH3:28])[C:21]([O:23]C(C)(C)C)=[O:22])=[CH:16][CH:15]=1, predict the reaction product. (4) Given the reactants C(OC([N:8]1[CH2:14][CH2:13][C:12]2[C:15]([S:20]C(=O)N(C)C)=[C:16]([Cl:19])[CH:17]=[CH:18][C:11]=2[CH2:10][CH2:9]1)=O)(C)(C)C.Br[CH:27]([C:29]1[C:34]([CH3:35])=[CH:33][CH:32]=[CH:31][N:30]=1)[CH3:28], predict the reaction product. The product is: [ClH:19].[Cl:19][C:16]1[CH:17]=[CH:18][C:11]2[CH2:10][CH2:9][NH:8][CH2:14][CH2:13][C:12]=2[C:15]=1[S:20][CH:27]([C:29]1[C:34]([CH3:35])=[CH:33][CH:32]=[CH:31][N:30]=1)[CH3:28]. (5) Given the reactants [C:1]([O:5][C:6](=[O:17])[NH:7][C:8]1[CH:13]=[C:12]([CH3:14])[C:11]([Cl:15])=[CH:10][C:9]=1[NH2:16])([CH3:4])([CH3:3])[CH3:2].C([O:22][C:23](=O)[CH2:24][C:25]([C:27]1[CH:32]=[CH:31][CH:30]=[C:29]([C:33]2[CH:38]=[N:37][CH:36]=[C:35]([CH3:39])[N:34]=2)[CH:28]=1)=[O:26])(C)(C)C, predict the reaction product. The product is: [C:1]([O:5][C:6](=[O:17])[NH:7][C:8]1[CH:13]=[C:12]([CH3:14])[C:11]([Cl:15])=[CH:10][C:9]=1[NH:16][C:23](=[O:22])[CH2:24][C:25]([C:27]1[CH:32]=[CH:31][CH:30]=[C:29]([C:33]2[CH:38]=[N:37][CH:36]=[C:35]([CH3:39])[N:34]=2)[CH:28]=1)=[O:26])([CH3:4])([CH3:2])[CH3:3]. (6) The product is: [CH:21]([O:20][C:19]1[CH:18]=[CH:17][C:16]([S:24](=[O:26])(=[O:25])[NH2:27])=[CH:15][C:14]=1[NH:13][C:10]1[S:11][CH:12]=[C:8]([C:5]2[CH:4]=[CH:3][C:2]([C:47]3[CH2:52][CH2:51][N:50]([C:53]([O:55][C:56]([CH3:59])([CH3:58])[CH3:57])=[O:54])[CH2:49][CH:48]=3)=[N:7][CH:6]=2)[N:9]=1)([CH3:23])[CH3:22]. Given the reactants Cl[C:2]1[N:7]=[CH:6][C:5]([C:8]2[N:9]=[C:10]([NH:13][C:14]3[CH:15]=[C:16]([S:24]([NH2:27])(=[O:26])=[O:25])[CH:17]=[CH:18][C:19]=3[O:20][CH:21]([CH3:23])[CH3:22])[S:11][CH:12]=2)=[CH:4][CH:3]=1.CC1C=CC(S(O)(=O)=O)=CC=1.CC1(C)C(C)(C)OB([C:47]2[CH2:52][CH2:51][N:50]([C:53]([O:55][C:56]([CH3:59])([CH3:58])[CH3:57])=[O:54])[CH2:49][CH:48]=2)O1.C(Cl)Cl.C([O-])([O-])=O.[K+].[K+], predict the reaction product.